Predict the product of the given reaction. From a dataset of Forward reaction prediction with 1.9M reactions from USPTO patents (1976-2016). (1) Given the reactants [Si:1]([O:8][CH2:9][C:10]1[C:20](C(O)=O)=[N:19][C:18]2[C:17]3[S:24][C:25](CC)=[CH:26][C:16]=3[CH2:15][CH2:14][O:13][C:12]=2[CH:11]=1)([C:4]([CH3:7])([CH3:6])[CH3:5])([CH3:3])[CH3:2].[O:29]1[CH2:33]CCC1.[OH-:34].[Li+], predict the reaction product. The product is: [Si:1]([O:8][CH2:9][C:10]1[CH:20]=[N:19][C:18]2[C:17]3[S:24][C:25]([C:33]([OH:29])=[O:34])=[CH:26][C:16]=3[CH2:15][CH2:14][O:13][C:12]=2[CH:11]=1)([C:4]([CH3:7])([CH3:5])[CH3:6])([CH3:3])[CH3:2]. (2) Given the reactants [C:1]([N:4]1[C:9]2=[CH:10][CH:11]=[C:12]3[C:17]([N:16]=[C:15]([CH:18]([CH3:20])[CH3:19])[N:14]([C:21]4[CH:26]=[CH:25][C:24]([Cl:27])=[CH:23][CH:22]=4)[C:13]3=[O:28])=[C:8]2[CH:7]=[CH:6][CH2:5]1)(=[O:3])[CH3:2], predict the reaction product. The product is: [C:1]([N:4]1[C:9]2=[CH:10][CH:11]=[C:12]3[C:17]([N:16]=[C:15]([CH:18]([CH3:20])[CH3:19])[N:14]([C:21]4[CH:22]=[CH:23][C:24]([Cl:27])=[CH:25][CH:26]=4)[C:13]3=[O:28])=[C:8]2[CH2:7][CH2:6][CH2:5]1)(=[O:3])[CH3:2]. (3) The product is: [CH:7]([C:10]1[NH:14][N:13]=[C:12]([C:15]([NH2:22])=[O:16])[C:11]=1[N+:18]([O-:20])=[O:19])([CH3:9])[CH3:8]. Given the reactants C(Cl)(=O)C(Cl)=O.[CH:7]([C:10]1[NH:14][N:13]=[C:12]([C:15](O)=[O:16])[C:11]=1[N+:18]([O-:20])=[O:19])([CH3:9])[CH3:8].C[N:22](C)C=O, predict the reaction product. (4) Given the reactants [O:1]1[CH2:6][CH2:5][CH2:4][CH2:3][CH:2]1[O:7][NH:8][C:9](=[O:36])[CH2:10][C:11]1([C:20]2[S:21][C:22]([C:25]3[CH:30]=[CH:29][C:28]([C:31]4[O:35][CH:34]=[N:33][CH:32]=4)=[CH:27][CH:26]=3)=[CH:23][CH:24]=2)[S:17](=[O:19])(=[O:18])[CH2:16][CH2:15][NH:14][CH2:13][CH2:12]1.[CH:37]([N:40]=[C:41]=[O:42])([CH3:39])[CH3:38], predict the reaction product. The product is: [O:1]1[CH2:6][CH2:5][CH2:4][CH2:3][CH:2]1[O:7][NH:8][C:9](=[O:36])[CH2:10][C:11]1([C:20]2[S:21][C:22]([C:25]3[CH:30]=[CH:29][C:28]([C:31]4[O:35][CH:34]=[N:33][CH:32]=4)=[CH:27][CH:26]=3)=[CH:23][CH:24]=2)[S:17](=[O:18])(=[O:19])[CH2:16][CH2:15][N:14]([C:41](=[O:42])[NH:40][CH:37]([CH3:39])[CH3:38])[CH2:13][CH2:12]1. (5) Given the reactants S(S([O-])=O)([O-])=O.[Na+].[Na+].[C:9]([O:13][C:14]([N:16]1[C:24]2[C:19](=[C:20]([NH:28][C:29]3[CH:34]=[CH:33][C:32]([I:35])=[CH:31][C:30]=3[F:36])[C:21]([N+:25]([O-])=O)=[CH:22][CH:23]=2)[CH:18]=[N:17]1)=[O:15])([CH3:12])([CH3:11])[CH3:10].C1COCC1.C(=O)([O-])O.[Na+], predict the reaction product. The product is: [C:9]([O:13][C:14]([N:16]1[C:24]2[C:19](=[C:20]([NH:28][C:29]3[CH:34]=[CH:33][C:32]([I:35])=[CH:31][C:30]=3[F:36])[C:21]([NH2:25])=[CH:22][CH:23]=2)[CH:18]=[N:17]1)=[O:15])([CH3:12])([CH3:10])[CH3:11]. (6) The product is: [CH2:3]([O:5][C:6]([C:8]1[CH:9]=[N:10][N:11]([CH3:13])[CH:12]=1)=[O:7])[CH3:4]. Given the reactants [H-].[Na+].[CH2:3]([O:5][C:6]([C:8]1[CH:9]=[N:10][NH:11][CH:12]=1)=[O:7])[CH3:4].[CH3:13]I.[Cl-].[NH4+], predict the reaction product. (7) Given the reactants Br[C:2]1[C:10]2[C:5](=[CH:6][C:7]([CH2:11][N:12]([CH:20]3[CH2:22][CH2:21]3)[C:13](=[O:19])[O:14][C:15]([CH3:18])([CH3:17])[CH3:16])=[CH:8][CH:9]=2)[N:4]([CH2:23][CH2:24][CH2:25][O:26][CH3:27])[N:3]=1.[NH2:28][C:29]1[CH:34]=[CH:33][CH:32]=[CH:31][CH:30]=1.C1(P(C2CCCCC2)C2C=CC=CC=2C2C(C(C)C)=CC(C(C)C)=CC=2C(C)C)CCCCC1.C(=O)([O-])[O-].[K+].[K+], predict the reaction product. The product is: [NH:28]([C:2]1[C:10]2[C:5](=[CH:6][C:7]([CH2:11][N:12]([CH:20]3[CH2:22][CH2:21]3)[C:13](=[O:19])[O:14][C:15]([CH3:18])([CH3:17])[CH3:16])=[CH:8][CH:9]=2)[N:4]([CH2:23][CH2:24][CH2:25][O:26][CH3:27])[N:3]=1)[C:29]1[CH:34]=[CH:33][CH:32]=[CH:31][CH:30]=1.